Dataset: Catalyst prediction with 721,799 reactions and 888 catalyst types from USPTO. Task: Predict which catalyst facilitates the given reaction. (1) Reactant: [NH2:1][C:2]1[C:11]([O:12][CH3:13])=[N:10][C:9]([O:14][CH3:15])=[CH:8][C:3]=1[C:4]([O:6][CH3:7])=[O:5].[CH3:16][O:17][C:18]1[CH:23]=[CH:22][C:21]([S:24](Cl)(=[O:26])=[O:25])=[CH:20][CH:19]=1. Product: [CH3:16][O:17][C:18]1[CH:19]=[CH:20][C:21]([S:24]([NH:1][C:2]2[C:11]([O:12][CH3:13])=[N:10][C:9]([O:14][CH3:15])=[CH:8][C:3]=2[C:4]([O:6][CH3:7])=[O:5])(=[O:26])=[O:25])=[CH:22][CH:23]=1. The catalyst class is: 17. (2) Reactant: [Cl:1][C:2]1[CH:10]=[CH:9][C:5]([C:6]([OH:8])=O)=[C:4]([NH:11][CH2:12][CH2:13][OH:14])[CH:3]=1.[NH2:15][C:16]1[CH:25]=[C:24]2[C:19]([CH2:20][CH2:21][C:22](=[O:27])[N:23]2[CH3:26])=[CH:18][CH:17]=1.Cl.C(N=C=NCCCN(C)C)C. Product: [Cl:1][C:2]1[CH:10]=[CH:9][C:5]([C:6]([NH:15][C:16]2[CH:25]=[C:24]3[C:19]([CH2:20][CH2:21][C:22](=[O:27])[N:23]3[CH3:26])=[CH:18][CH:17]=2)=[O:8])=[C:4]([NH:11][CH2:12][CH2:13][OH:14])[CH:3]=1. The catalyst class is: 4. (3) Reactant: [CH:1]([N:14]1[CH2:17][CH:16]([OH:18])[CH2:15]1)([C:8]1[CH:13]=[CH:12][CH:11]=[CH:10][CH:9]=1)[C:2]1[CH:7]=[CH:6][CH:5]=[CH:4][CH:3]=1.[Cl:19][C:20]1[C:21](F)=[CH:22][C:23]([F:33])=[C:24]([CH:32]=1)[C:25]([O:27][C:28]([CH3:31])([CH3:30])[CH3:29])=[O:26].CC(C)([O-])C.[K+]. Product: [CH:1]([N:14]1[CH2:17][CH:16]([O:18][C:21]2[C:20]([Cl:19])=[CH:32][C:24]([C:25]([O:27][C:28]([CH3:29])([CH3:30])[CH3:31])=[O:26])=[C:23]([F:33])[CH:22]=2)[CH2:15]1)([C:8]1[CH:13]=[CH:12][CH:11]=[CH:10][CH:9]=1)[C:2]1[CH:3]=[CH:4][CH:5]=[CH:6][CH:7]=1. The catalyst class is: 16. (4) Reactant: [OH:1][C:2]1[CH:7]=[CH:6][C:5]([C:8](=[O:10])[CH3:9])=[CH:4][CH:3]=1.C(=O)([O-])[O-].[K+].[K+].Br[CH2:18][CH:19]([CH3:21])[CH3:20].O. Product: [CH3:18][CH:19]([CH3:21])[CH2:20][O:1][C:2]1[CH:7]=[CH:6][C:5]([C:8](=[O:10])[CH3:9])=[CH:4][CH:3]=1. The catalyst class is: 14. (5) Reactant: [CH3:1][C@H:2]1[N:13]([CH3:14])[C:12](=[O:15])[C@H:11]([CH2:16][C:17](O)=[O:18])[CH2:10][CH:9]=[CH:8][CH2:7][CH2:6][C:5](=[O:20])[O:4][C@@H:3]1[C:21]1[CH:26]=[CH:25][CH:24]=[CH:23][CH:22]=1.[Cl:27][C:28]1[CH:33]=[CH:32][C:31]([CH2:34][NH2:35])=[CH:30][CH:29]=1.CO.C(Cl)Cl. Product: [Cl:27][C:28]1[CH:33]=[CH:32][C:31]([CH2:34][NH:35][C:17](=[O:18])[CH2:16][C@@H:11]2[CH2:10][CH:9]=[CH:8][CH2:7][CH2:6][C:5](=[O:20])[O:4][C@H:3]([C:21]3[CH:26]=[CH:25][CH:24]=[CH:23][CH:22]=3)[C@@H:2]([CH3:1])[N:13]([CH3:14])[C:12]2=[O:15])=[CH:30][CH:29]=1. The catalyst class is: 2.